From a dataset of Merck oncology drug combination screen with 23,052 pairs across 39 cell lines. Regression. Given two drug SMILES strings and cell line genomic features, predict the synergy score measuring deviation from expected non-interaction effect. (1) Drug 1: C=CCn1c(=O)c2cnc(Nc3ccc(N4CCN(C)CC4)cc3)nc2n1-c1cccc(C(C)(C)O)n1. Drug 2: NC1(c2ccc(-c3nc4ccn5c(=O)[nH]nc5c4cc3-c3ccccc3)cc2)CCC1. Cell line: NCIH1650. Synergy scores: synergy=15.3. (2) Drug 1: CS(=O)(=O)CCNCc1ccc(-c2ccc3ncnc(Nc4ccc(OCc5cccc(F)c5)c(Cl)c4)c3c2)o1. Drug 2: CCc1c2c(nc3ccc(O)cc13)-c1cc3c(c(=O)n1C2)COC(=O)C3(O)CC. Cell line: A427. Synergy scores: synergy=-12.8. (3) Drug 1: N#Cc1ccc(Cn2cncc2CN2CCN(c3cccc(Cl)c3)C(=O)C2)cc1. Drug 2: CCN(CC)CCNC(=O)c1c(C)[nH]c(C=C2C(=O)Nc3ccc(F)cc32)c1C. Cell line: SKOV3. Synergy scores: synergy=18.0. (4) Drug 1: O=S1(=O)NC2(CN1CC(F)(F)F)C1CCC2Cc2cc(C=CCN3CCC(C(F)(F)F)CC3)ccc2C1. Drug 2: CCC1(O)CC2CN(CCc3c([nH]c4ccccc34)C(C(=O)OC)(c3cc4c(cc3OC)N(C)C3C(O)(C(=O)OC)C(OC(C)=O)C5(CC)C=CCN6CCC43C65)C2)C1. Cell line: HT29. Synergy scores: synergy=16.0. (5) Drug 1: NC(=O)c1cccc2cn(-c3ccc(C4CCCNC4)cc3)nc12. Drug 2: COC1=C2CC(C)CC(OC)C(O)C(C)C=C(C)C(OC(N)=O)C(OC)C=CC=C(C)C(=O)NC(=CC1=O)C2=O. Cell line: DLD1. Synergy scores: synergy=6.15. (6) Drug 1: O=S1(=O)NC2(CN1CC(F)(F)F)C1CCC2Cc2cc(C=CCN3CCC(C(F)(F)F)CC3)ccc2C1. Drug 2: CCC1(O)C(=O)OCc2c1cc1n(c2=O)Cc2cc3c(CN(C)C)c(O)ccc3nc2-1. Cell line: HT29. Synergy scores: synergy=1.44. (7) Drug 1: C#Cc1cccc(Nc2ncnc3cc(OCCOC)c(OCCOC)cc23)c1. Synergy scores: synergy=-3.76. Cell line: A427. Drug 2: COC1=C2CC(C)CC(OC)C(O)C(C)C=C(C)C(OC(N)=O)C(OC)C=CC=C(C)C(=O)NC(=CC1=O)C2=O. (8) Synergy scores: synergy=28.6. Drug 2: NC1(c2ccc(-c3nc4ccn5c(=O)[nH]nc5c4cc3-c3ccccc3)cc2)CCC1. Drug 1: NC(=O)c1cccc2cn(-c3ccc(C4CCCNC4)cc3)nc12. Cell line: SKMES1. (9) Drug 1: CCC1(O)CC2CN(CCc3c([nH]c4ccccc34)C(C(=O)OC)(c3cc4c(cc3OC)N(C)C3C(O)(C(=O)OC)C(OC(C)=O)C5(CC)C=CCN6CCC43C65)C2)C1. Drug 2: C=CCn1c(=O)c2cnc(Nc3ccc(N4CCN(C)CC4)cc3)nc2n1-c1cccc(C(C)(C)O)n1. Cell line: LOVO. Synergy scores: synergy=-0.715. (10) Drug 1: O=S1(=O)NC2(CN1CC(F)(F)F)C1CCC2Cc2cc(C=CCN3CCC(C(F)(F)F)CC3)ccc2C1. Drug 2: O=C(O)C1(Cc2cccc(Nc3nccs3)n2)CCC(Oc2cccc(Cl)c2F)CC1. Cell line: NCIH23. Synergy scores: synergy=3.28.